From a dataset of Full USPTO retrosynthesis dataset with 1.9M reactions from patents (1976-2016). Predict the reactants needed to synthesize the given product. (1) Given the product [C:1]([O:4][CH2:5][CH:6]1[CH2:10][C:9]2[C:11]3[C:20]([C:21]([O:23][CH3:24])=[O:22])=[C:19]([C:25]4[CH:30]=[CH:29][C:28]([F:31])=[CH:27][CH:26]=4)[O:18][C:12]=3[CH:13]=[C:14]([NH2:15])[C:8]=2[O:7]1)(=[O:3])[CH3:2], predict the reactants needed to synthesize it. The reactants are: [C:1]([O:4][CH2:5][CH:6]1[CH2:10][C:9]2[C:11]3[C:20]([C:21]([O:23][CH3:24])=[O:22])=[C:19]([C:25]4[CH:30]=[CH:29][C:28]([F:31])=[CH:27][CH:26]=4)[O:18][C:12]=3[CH:13]=[C:14]([N+:15]([O-])=O)[C:8]=2[O:7]1)(=[O:3])[CH3:2]. (2) Given the product [CH2:30]([N:8]1[C:9](=[O:26])[C:10]([CH2:11][C:12]2[CH:17]=[CH:16][C:15]([C:18]3[C:19]([C:24]#[N:25])=[CH:20][CH:21]=[CH:22][CH:23]=3)=[CH:14][CH:13]=2)=[C:5]([CH2:1][CH2:2][CH2:3][CH3:4])[N:6]=[C:7]1[CH2:27][O:28][CH3:29])[C:31]1[CH:36]=[CH:35][CH:34]=[CH:33][CH:32]=1, predict the reactants needed to synthesize it. The reactants are: [CH2:1]([C:5]1[N:6]=[C:7]([CH2:27][O:28][CH3:29])[NH:8][C:9](=[O:26])[C:10]=1[CH2:11][C:12]1[CH:17]=[CH:16][C:15]([C:18]2[C:19]([C:24]#[N:25])=[CH:20][CH:21]=[CH:22][CH:23]=2)=[CH:14][CH:13]=1)[CH2:2][CH2:3][CH3:4].[CH2:30](Br)[C:31]1[CH:36]=[CH:35][CH:34]=[CH:33][CH:32]=1.C(=O)([O-])[O-].[Cs+].[Cs+]. (3) Given the product [Cl:1][C:2]1[CH:3]=[C:4]([CH:14]([NH:23][S@@:21]([C:18]([CH3:20])([CH3:19])[CH3:17])=[O:22])[CH3:15])[CH:5]=[CH:6][C:7]=1[O:8][CH2:9][C:10]([F:13])([F:12])[CH3:11], predict the reactants needed to synthesize it. The reactants are: [Cl:1][C:2]1[CH:3]=[C:4]([C:14](=O)[CH3:15])[CH:5]=[CH:6][C:7]=1[O:8][CH2:9][C:10]([F:13])([F:12])[CH3:11].[CH3:17][C:18]([S@:21]([NH2:23])=[O:22])([CH3:20])[CH3:19]. (4) Given the product [CH3:11][N:7]1[CH:6]=[C:5]2[C:9]([CH:10]=[C:2]([C:29]3[CH:30]=[N:31][N:32]([CH:34]4[CH2:39][CH2:38][NH:37][CH2:36][CH2:35]4)[CH:33]=3)[CH:3]=[C:4]2[O:12][C@@H:13]([C@H:15]2[CH2:19][NH:18][C:17](=[O:20])[CH2:16]2)[CH3:14])=[N:8]1, predict the reactants needed to synthesize it. The reactants are: Br[C:2]1[CH:3]=[C:4]([O:12][C@@H:13]([C@H:15]2[CH2:19][NH:18][C:17](=[O:20])[CH2:16]2)[CH3:14])[C:5]2[C:9]([CH:10]=1)=[N:8][N:7]([CH3:11])[CH:6]=2.CC1(C)C(C)(C)OB([C:29]2[CH:30]=[N:31][N:32]([CH:34]3[CH2:39][CH2:38][N:37](C(OC(C)(C)C)=O)[CH2:36][CH2:35]3)[CH:33]=2)O1.C(=O)([O-])[O-].[Na+].[Na+]. (5) Given the product [Br:1][C:2]1([CH:9]=[CH:8][CH:7]=[C:6]([F:10])[CH2:5]1)[CH2:3][OH:4], predict the reactants needed to synthesize it. The reactants are: [Br:1][C:2]1([CH:9]=[CH:8][CH:7]=[C:6]([F:10])[CH2:5]1)[CH:3]=[O:4].[BH4-].[Na+]. (6) The reactants are: [CH3:1][C:2]1[C:7]([N+:8]([O-:10])=[O:9])=[CH:6][N:5]=[C:4](O)[CH:3]=1.P(Br)(Br)([Br:14])=O. Given the product [Br:14][C:4]1[CH:3]=[C:2]([CH3:1])[C:7]([N+:8]([O-:10])=[O:9])=[CH:6][N:5]=1, predict the reactants needed to synthesize it.